This data is from Peptide-MHC class II binding affinity with 134,281 pairs from IEDB. The task is: Regression. Given a peptide amino acid sequence and an MHC pseudo amino acid sequence, predict their binding affinity value. This is MHC class II binding data. (1) The peptide sequence is VVLGLATSPTAEGGK. The MHC is DRB1_0901 with pseudo-sequence DRB1_0901. The binding affinity (normalized) is 0.385. (2) The peptide sequence is ALRVIAGALEVHAVK. The MHC is DRB1_0802 with pseudo-sequence DRB1_0802. The binding affinity (normalized) is 0.424. (3) The binding affinity (normalized) is 0.430. The peptide sequence is KVDTRAKDPPAGTRK. The MHC is DRB3_0301 with pseudo-sequence DRB3_0301. (4) The peptide sequence is PDDPRNWAGVTSVSI. The MHC is DRB1_0701 with pseudo-sequence DRB1_0701. The binding affinity (normalized) is 0.213.